Predict the reactants needed to synthesize the given product. From a dataset of Full USPTO retrosynthesis dataset with 1.9M reactions from patents (1976-2016). Given the product [CH3:1][C:2]1[C:3]([C:13]2[CH:14]=[CH:15][C:16]([O:17][CH2:18][C:19]([NH:31][CH2:30][CH:27]3[CH2:28][CH2:29][O:24][CH2:25][CH2:26]3)=[O:20])=[CH:22][CH:23]=2)=[N:4][O:5][C:6]=1[C:7]1[CH:8]=[CH:9][CH:10]=[CH:11][CH:12]=1, predict the reactants needed to synthesize it. The reactants are: [CH3:1][C:2]1[C:3]([C:13]2[CH:23]=[CH:22][C:16]([O:17][CH2:18][C:19](O)=[O:20])=[CH:15][CH:14]=2)=[N:4][O:5][C:6]=1[C:7]1[CH:12]=[CH:11][CH:10]=[CH:9][CH:8]=1.[O:24]1[CH2:29][CH2:28][CH:27]([CH2:30][NH2:31])[CH2:26][CH2:25]1.C1C=CC2N(O)N=NC=2C=1.CCN=C=NCCCN(C)C.Cl.C(N1CCOCC1)C.